This data is from Full USPTO retrosynthesis dataset with 1.9M reactions from patents (1976-2016). The task is: Predict the reactants needed to synthesize the given product. (1) Given the product [CH:4]([C:7]1[CH:8]=[C:9]([C:13]2[CH:18]=[C:17]([CH2:19][CH2:20][CH3:21])[N:16]=[C:15]([C:1]#[N:2])[N:14]=2)[CH:10]=[CH:11][CH:12]=1)([CH3:6])[CH3:5], predict the reactants needed to synthesize it. The reactants are: [C-:1]#[N:2].[Na+].[CH:4]([C:7]1[CH:8]=[C:9]([C:13]2[CH:18]=[C:17]([CH2:19][CH2:20][CH3:21])[N:16]=[C:15](S(C)(=O)=O)[N:14]=2)[CH:10]=[CH:11][CH:12]=1)([CH3:6])[CH3:5]. (2) The reactants are: [CH3:1][O:2][C:3]1[C:8]2[N:9]=[C:10]([NH2:12])[S:11][C:7]=2[C:6]([NH:13][CH2:14][CH2:15][O:16][CH3:17])=[CH:5][CH:4]=1.[C:18](Cl)(=[O:20])[CH3:19].[F:22][C:23]1[CH:31]=[CH:30][C:26]([C:27](O)=[O:28])=[CH:25][CH:24]=1.CN(C(ON1N=NC2C=CC=NC1=2)=[N+](C)C)C.F[P-](F)(F)(F)(F)F.CN1CCOCC1. Given the product [C:18]([N:13]([CH2:14][CH2:15][O:16][CH3:17])[C:6]1[C:7]2[S:11][C:10]([NH:12][C:27](=[O:28])[C:26]3[CH:30]=[CH:31][C:23]([F:22])=[CH:24][CH:25]=3)=[N:9][C:8]=2[C:3]([O:2][CH3:1])=[CH:4][CH:5]=1)(=[O:20])[CH3:19], predict the reactants needed to synthesize it. (3) Given the product [CH2:1]([NH:3][C:4](=[O:5])[NH:6][C:7]1[CH:8]=[CH:9][C:10]([C:13]2[N:14]=[C:15]([N:23]3[CH2:24][CH2:25][O:26][CH2:27][CH2:28]3)[C:16]3[CH2:22][CH2:21][N:20]([C:44]([O:46][CH:47]([CH3:49])[CH3:48])=[O:45])[CH2:19][C:17]=3[N:18]=2)=[CH:11][CH:12]=1)[CH3:2], predict the reactants needed to synthesize it. The reactants are: [CH2:1]([NH:3][C:4]([NH:6][C:7]1[CH:12]=[CH:11][C:10]([C:13]2[N:14]=[C:15]([N:23]3[CH2:28][CH2:27][O:26][CH2:25][CH2:24]3)[C:16]3[CH2:22][CH2:21][NH:20][CH2:19][C:17]=3[N:18]=2)=[CH:9][CH:8]=1)=[O:5])[CH3:2].CN(C)C=O.C(N(CC)C(C)C)(C)C.Cl[C:44]([O:46][CH:47]([CH3:49])[CH3:48])=[O:45]. (4) Given the product [OH:21][C@H:6]1[C:7]2[N:8]=[CH:9][N:10]=[C:11]([C:13]3[S:17][C:16]([C:18]([OH:20])=[O:19])=[CH:15][CH:14]=3)[C:12]=2[C@H:4]([CH3:3])[CH2:5]1, predict the reactants needed to synthesize it. The reactants are: [OH-].[Li+].[CH3:3][C@H:4]1[C:12]2[C:11]([C:13]3[S:17][C:16]([C:18]([O-:20])=[O:19])=[CH:15][CH:14]=3)=[N:10][CH:9]=[N:8][C:7]=2[C@H:6]([O:21]C(=O)C2C=CC([N+]([O-])=O)=CC=2)[CH2:5]1.